Dataset: Forward reaction prediction with 1.9M reactions from USPTO patents (1976-2016). Task: Predict the product of the given reaction. (1) Given the reactants [C-:1]#[N:2].[K+].[F:4][C:5]1[CH:6]=[CH:7][C:8]([C:13]([F:16])([F:15])[F:14])=[C:9]([CH:12]=1)[CH2:10]Br.O, predict the reaction product. The product is: [F:4][C:5]1[CH:6]=[CH:7][C:8]([C:13]([F:16])([F:15])[F:14])=[C:9]([CH2:10][C:1]#[N:2])[CH:12]=1. (2) Given the reactants [F:1][C:2]1[CH:3]=[CH:4][C:5]([N+:15]([O-])=O)=[C:6]([CH:14]=1)[NH:7][CH2:8][CH2:9][CH2:10][CH2:11][O:12][CH3:13], predict the reaction product. The product is: [F:1][C:2]1[CH:3]=[CH:4][C:5]([NH2:15])=[C:6]([NH:7][CH2:8][CH2:9][CH2:10][CH2:11][O:12][CH3:13])[CH:14]=1. (3) Given the reactants FC(F)(F)S(O[C:7]1[CH:12]=[CH:11][CH:10]=[C:9]([S:13]([C:16]2[CH:21]=[CH:20][C:19]([CH2:22][CH2:23][N:24]([CH2:35][C:36]3[CH:41]=[CH:40][CH:39]=[CH:38][CH:37]=3)[CH2:25][C@@H:26]([C:28]3[CH:33]=[CH:32][CH:31]=[C:30]([Cl:34])[CH:29]=3)[OH:27])=[CH:18][CH:17]=2)(=[O:15])=[O:14])[CH:8]=1)(=O)=O.[C:44]([C:47]1[CH:52]=[CH:51][CH:50]=[CH:49][C:48]=1B(O)O)([OH:46])=[O:45].C(=O)([O-])[O-].[Na+].[Na+].P([O-])([O-])([O-])=O, predict the reaction product. The product is: [CH2:35]([N:24]([CH2:25][C@@H:26]([C:28]1[CH:33]=[CH:32][CH:31]=[C:30]([Cl:34])[CH:29]=1)[OH:27])[CH2:23][CH2:22][C:19]1[CH:18]=[CH:17][C:16]([S:13]([C:9]2[CH:8]=[C:7]([C:48]3[C:47]([C:44]([OH:46])=[O:45])=[CH:52][CH:51]=[CH:50][CH:49]=3)[CH:12]=[CH:11][CH:10]=2)(=[O:14])=[O:15])=[CH:21][CH:20]=1)[C:36]1[CH:37]=[CH:38][CH:39]=[CH:40][CH:41]=1. (4) Given the reactants [C:1]([O:8][CH3:9])(=[O:7])/[CH:2]=[CH:3]/[C:4]([OH:6])=[O:5].[CH3:10][O:11][CH2:12][CH2:13][NH:14][C:15](=[O:18])[CH2:16]Cl, predict the reaction product. The product is: [C:4]([O:6][CH2:16][C:15](=[O:18])[NH:14][CH2:13][CH2:12][O:11][CH3:10])(=[O:5])/[CH:3]=[CH:2]/[C:1]([O:8][CH3:9])=[O:7]. (5) Given the reactants [C:1]([O:5][C:6](=[O:24])[NH:7][CH:8]([C:12]1[CH:17]=[CH:16][C:15]([O:18][C:19]([F:22])([F:21])[F:20])=[C:14]([F:23])[CH:13]=1)[C:9](N)=[O:10])([CH3:4])([CH3:3])[CH3:2].[OH-:25].[Na+].[CH3:27]O, predict the reaction product. The product is: [C:1]([O:5][C:6]([NH:7][CH:8]([C:12]1[CH:17]=[CH:16][C:15]([O:18][C:19]([F:22])([F:21])[F:20])=[C:14]([F:23])[CH:13]=1)[C:9]([O:25][CH3:27])=[O:10])=[O:24])([CH3:4])([CH3:3])[CH3:2]. (6) Given the reactants [SH:1][C:2]1[N:7]=[C:6]([N:8]2[CH2:12][CH2:11][CH2:10][CH2:9]2)[C:5]2[CH2:13][O:14][C:15]([CH3:18])([CH3:17])[CH2:16][C:4]=2[C:3]=1[C:19]#[N:20].C(=O)([O-])[O-].[K+].[K+].Cl[CH2:28][C:29]([NH2:31])=[O:30], predict the reaction product. The product is: [NH2:20][C:19]1[C:3]2[C:2](=[N:7][C:6]([N:8]3[CH2:9][CH2:10][CH2:11][CH2:12]3)=[C:5]3[CH2:13][O:14][C:15]([CH3:17])([CH3:18])[CH2:16][C:4]3=2)[S:1][C:28]=1[C:29]([NH2:31])=[O:30].